This data is from Full USPTO retrosynthesis dataset with 1.9M reactions from patents (1976-2016). The task is: Predict the reactants needed to synthesize the given product. (1) Given the product [CH2:1]([O:3][C:4](=[O:19])[CH:5]([O:16][CH2:17][CH3:18])[CH2:6][C:7]1[CH:15]=[CH:14][CH:13]=[C:12]2[C:8]=1[CH:9]=[CH:10][N:11]2[CH2:33][CH2:32][C:22]1[N:23]=[C:24]([C:26]2[CH:31]=[CH:30][CH:29]=[CH:28][CH:27]=2)[O:25][C:21]=1[CH3:20])[CH3:2], predict the reactants needed to synthesize it. The reactants are: [CH2:1]([O:3][C:4](=[O:19])[CH:5]([O:16][CH2:17][CH3:18])[CH2:6][C:7]1[CH:15]=[CH:14][CH:13]=[C:12]2[C:8]=1[CH:9]=[CH:10][NH:11]2)[CH3:2].[CH3:20][C:21]1[O:25][C:24]([C:26]2[CH:31]=[CH:30][CH:29]=[CH:28][CH:27]=2)=[N:23][C:22]=1[CH2:32][CH2:33]OS(C)(=O)=O.[H-].[Na+]. (2) Given the product [C:43]([C:42]1[CH:45]=[CH:46][C:39]([O:1][C:2]2[CH:3]=[C:4]([CH:14]=[C:15]([O:17][C@@H:18]([CH3:22])[CH2:19][O:20][CH3:21])[CH:16]=2)[C:5]([NH:7][C:8]2[CH:12]=[CH:11][N:10]([CH3:13])[N:9]=2)=[O:6])=[CH:40][CH:41]=1)#[N:44], predict the reactants needed to synthesize it. The reactants are: [OH:1][C:2]1[CH:3]=[C:4]([CH:14]=[C:15]([O:17][C@@H:18]([CH3:22])[CH2:19][O:20][CH3:21])[CH:16]=1)[C:5]([NH:7][C:8]1[CH:12]=[CH:11][N:10]([CH3:13])[N:9]=1)=[O:6].C[Si](C)(C)[N-][Si](C)(C)C.[Na+].C1COCC1.F[C:39]1[CH:46]=[CH:45][C:42]([C:43]#[N:44])=[CH:41][CH:40]=1. (3) The reactants are: [F:1][C:2]1[CH:3]=[C:4]([C:8]2[C@:9]3([CH2:25][CH2:24][C@H:23]4[C@@H:14]([CH2:15][CH2:16][C:17]5[CH:18]=[C:19]([C:26]([OH:28])=O)[CH:20]=[CH:21][C:22]=54)[C@@H:11]3[CH2:12][CH:13]=2)[CH3:10])[CH:5]=[N:6][CH:7]=1.[CH3:29][C:30]1([CH2:34][NH2:35])[CH2:33][O:32][CH2:31]1. Given the product [F:1][C:2]1[CH:3]=[C:4]([C:8]2[C@:9]3([CH2:25][CH2:24][C@H:23]4[C@@H:14]([CH2:15][CH2:16][C:17]5[CH:18]=[C:19]([C:26]([NH:35][CH2:34][C:30]6([CH3:29])[CH2:33][O:32][CH2:31]6)=[O:28])[CH:20]=[CH:21][C:22]=54)[C@@H:11]3[CH2:12][CH:13]=2)[CH3:10])[CH:5]=[N:6][CH:7]=1, predict the reactants needed to synthesize it. (4) Given the product [C:1]1([C:7]2([C:12]3[CH:13]=[C:14]([CH:17]=[O:18])[S:15][CH:16]=3)[CH2:11][CH2:10][CH2:9][O:8]2)[CH2:6][CH2:5][CH2:4][CH2:3][CH:2]=1, predict the reactants needed to synthesize it. The reactants are: [C:1]1([C:7]2([C:12]3[CH:13]=[C:14]([CH2:17][OH:18])[S:15][CH:16]=3)[CH2:11][CH2:10][CH2:9][O:8]2)[CH2:6][CH2:5][CH2:4][CH2:3][CH:2]=1. (5) Given the product [C:12]1([CH:11]2[NH:6][C:4](=[O:5])[C:3]3[CH:7]=[CH:8][CH:9]=[CH:10][C:2]=3[O:1]2)[CH:17]=[CH:16][CH:15]=[CH:14][CH:13]=1, predict the reactants needed to synthesize it. The reactants are: [OH:1][C:2]1[CH:10]=[CH:9][CH:8]=[CH:7][C:3]=1[C:4]([NH2:6])=[O:5].[CH:11](=O)[C:12]1[CH:17]=[CH:16][CH:15]=[CH:14][CH:13]=1. (6) Given the product [CH3:14][Sn:13]([CH3:16])([CH3:15])[C:2]1[CH:3]=[N:4][CH:5]=[CH:6][CH:7]=1, predict the reactants needed to synthesize it. The reactants are: Br[C:2]1[CH:3]=[N:4][CH:5]=[CH:6][CH:7]=1.C([Mg]Cl)CC.[Sn:13](Cl)([CH3:16])([CH3:15])[CH3:14].N#N. (7) The reactants are: [Br:1][C:2]1[C:3]([CH3:11])=[C:4]([CH:8]=[CH:9][CH:10]=1)[C:5]([OH:7])=[O:6].[CH2:12](N(CC)CC)C. Given the product [Br:1][C:2]1[C:3]([CH3:11])=[C:4]([CH:8]=[CH:9][CH:10]=1)[C:5]([O:7][CH3:12])=[O:6], predict the reactants needed to synthesize it.